Dataset: Reaction yield outcomes from USPTO patents with 853,638 reactions. Task: Predict the reaction yield, written as a fraction of the theoretical maximum amount of product (1.0 means a 100% yield; for example, 0.34 means a 34% yield). (1) The reactants are N[C:2]1[CH:3]=[CH:4][C:5]([F:17])=[C:6]([C:8]2[C:9]([C:15]#[N:16])=[CH:10][C:11]([F:14])=[CH:12][CH:13]=2)[CH:7]=1.N([O-])=O.[Na+].[BrH:22]. The catalyst is O1CCOCC1.O.[Cu]Br. The product is [Br:22][C:2]1[CH:3]=[CH:4][C:5]([F:17])=[C:6]([C:8]2[C:9]([C:15]#[N:16])=[CH:10][C:11]([F:14])=[CH:12][CH:13]=2)[CH:7]=1. The yield is 0.940. (2) The reactants are Cl[C:2]1[C:11]2[CH:10]=[C:9]([OH:12])[C:8]3[CH:13]=[CH:14][C:15]([F:17])=[CH:16][C:7]=3[C:6]=2[C:5]([O:18][CH3:19])=[N:4][N:3]=1. The catalyst is [Pd].C(O)C.C([O-])([O-])=O.[K+].[K+]. The product is [F:17][C:15]1[CH:14]=[CH:13][C:8]2[C:9]([OH:12])=[CH:10][C:11]3[CH:2]=[N:3][N:4]=[C:5]([O:18][CH3:19])[C:6]=3[C:7]=2[CH:16]=1. The yield is 0.920. (3) The reactants are [CH3:1][O:2][C:3]1[CH:8]=[CH:7][CH:6]=[C:5]([Sn](CCCC)(CCCC)CCCC)[N:4]=1.O(P(O[C:39]1[N:40]([C:45]([O:47][C:48]([CH3:51])([CH3:50])[CH3:49])=[O:46])[CH2:41][CH2:42][O:43][CH:44]=1)(OC1C=CC=CC=1)=O)C1C=CC=CC=1.[Cl-].[Li+]. The catalyst is C1COCC1.C1C=CC([P]([Pd]([P](C2C=CC=CC=2)(C2C=CC=CC=2)C2C=CC=CC=2)([P](C2C=CC=CC=2)(C2C=CC=CC=2)C2C=CC=CC=2)[P](C2C=CC=CC=2)(C2C=CC=CC=2)C2C=CC=CC=2)(C2C=CC=CC=2)C2C=CC=CC=2)=CC=1. The product is [CH3:1][O:2][C:3]1[N:4]=[C:5]([C:39]2[N:40]([C:45]([O:47][C:48]([CH3:51])([CH3:50])[CH3:49])=[O:46])[CH2:41][CH2:42][O:43][CH:44]=2)[CH:6]=[CH:7][CH:8]=1. The yield is 0.300. (4) The reactants are [C:1]([O:5][C:6](=[O:38])[N:7]([CH3:37])[CH:8]([C:10](=[O:36])[NH:11][CH:12]1C(=O)N2C(C(=O)NC3C4C(=CC=CC=4)CCC3)CCC2C[CH2:14][CH2:13]1)[CH3:9])([CH3:4])([CH3:3])[CH3:2].C1C=CC2N([OH:48])N=NC=2C=1.CCN=[C:52]=[N:53][CH2:54][CH2:55][CH2:56][N:57]([CH3:59])C.[C:60](N(C)[C@H](C(O)=O)C)([O:62][C:63](C)(C)C)=[O:61].C(N(C(C)C)C(C)C)C. The catalyst is CN(C=O)C.CCOC(C)=O. The product is [CH3:63][O:62][C:60]([CH:56]1[N:57]2[C:59](=[O:48])[CH:12]([NH:11][C:10](=[O:36])[CH:8]([N:7]([C:6]([O:5][C:1]([CH3:2])([CH3:3])[CH3:4])=[O:38])[CH3:37])[CH3:9])[CH2:13][CH2:14][CH2:52][N:53]2[CH2:54][CH2:55]1)=[O:61]. The yield is 0.800. (5) The reactants are [CH3:1][O:2][C:3](=[O:16])[CH2:4][C:5]1[CH:10]=[CH:9][C:8]([Cl:11])=[CH:7][C:6]=1[NH:12]C(=O)C.[N:17](OC(C)(C)C)=O.O. The catalyst is C(O)(=O)C. The product is [CH3:1][O:2][C:3]([C:4]1[C:5]2[C:6](=[CH:7][C:8]([Cl:11])=[CH:9][CH:10]=2)[NH:12][N:17]=1)=[O:16]. The yield is 0.770. (6) The reactants are [NH:1]1[CH2:6][CH2:5][O:4][CH2:3][CH2:2]1.[Cl:7][C:8]1[C:31]([F:32])=[CH:30][CH:29]=[C:28]([F:33])[C:9]=1[CH2:10][N:11]1[CH2:16][CH2:15][NH:14][C:13]2[N:17]=[CH:18][C:19]([C:21]3[CH:26]=[CH:25][N:24]=[C:23](Cl)[CH:22]=3)=[CH:20][C:12]1=2. No catalyst specified. The product is [Cl:7][C:8]1[C:31]([F:32])=[CH:30][CH:29]=[C:28]([F:33])[C:9]=1[CH2:10][N:11]1[CH2:16][CH2:15][NH:14][C:13]2[N:17]=[CH:18][C:19]([C:21]3[CH:22]=[CH:23][N:24]=[C:25]([N:1]4[CH2:6][CH2:5][O:4][CH2:3][CH2:2]4)[CH:26]=3)=[CH:20][C:12]1=2. The yield is 0.210. (7) The yield is 0.420. The reactants are [C:1]([N:8]1[CH:12]=[CH:11]N=C1)([N:3]1[CH:7]=[CH:6][N:5]=[CH:4]1)=[O:2].NC1C=N[C:17]2[C:22](C=1)=[CH:21][CH:20]=[CH:19][CH:18]=2.[CH3:24][CH:25]1[CH2:30][CH2:29][N:28]([C:31]2C(CN)=[CH:35][CH:34]=[C:33]([C:39]([F:42])([F:41])[F:40])[N:32]=2)[CH2:27][CH2:26]1. The product is [CH3:24][CH:25]1[CH2:26][CH2:27][N:28]([C:31]2[C:11]([CH2:12][NH:8][C:1]([NH:3][C:7]3[CH:6]=[N:5][C:4]4[C:19]([CH:20]=3)=[CH:18][CH:17]=[CH:22][CH:21]=4)=[O:2])=[CH:35][CH:34]=[C:33]([C:39]([F:40])([F:41])[F:42])[N:32]=2)[CH2:29][CH2:30]1. The catalyst is C(Cl)Cl. (8) The reactants are [CH3:1][O:2][C:3](=[O:24])/[CH:4]=[C:5](\[NH:16][C:17]([O:19][C:20]([CH3:23])([CH3:22])[CH3:21])=[O:18])/[CH2:6][C:7]1[CH:12]=[C:11]([F:13])[C:10]([F:14])=[CH:9][C:8]=1[F:15].N#N. The catalyst is C1COCC1. The product is [CH3:1][O:2][C:3](=[O:24])[CH2:4][C@H:5]([NH:16][C:17]([O:19][C:20]([CH3:22])([CH3:21])[CH3:23])=[O:18])[CH2:6][C:7]1[CH:12]=[C:11]([F:13])[C:10]([F:14])=[CH:9][C:8]=1[F:15]. The yield is 1.00. (9) The reactants are [N:1]1([CH2:7][CH2:8][OH:9])[CH2:6][CH2:5][O:4][CH2:3][CH2:2]1.[Br:10][C:11]1[CH:16]=[CH:15][C:14](O)=[CH:13][CH:12]=1.C1(P(C2C=CC=CC=2)C2C=CC=CC=2)C=CC=CC=1.CC(OC(/N=N/C(OC(C)C)=O)=O)C. The catalyst is C1COCC1.C(OCC)(=O)C. The product is [Br:10][C:11]1[CH:16]=[CH:15][C:14]([O:9][CH2:8][CH2:7][N:1]2[CH2:6][CH2:5][O:4][CH2:3][CH2:2]2)=[CH:13][CH:12]=1. The yield is 1.00. (10) The reactants are [CH:1]([C:4]1[CH:9]=[CH:8][C:7]([CH:10]=[C:11]([CH3:17])[C:12](OCC)=[O:13])=[CH:6][CH:5]=1)([CH3:3])[CH3:2].[Cl-].[Ce+3].[Cl-].[Cl-].[H-].[Al+3].[Li+].[H-].[H-].[H-].O. The catalyst is O1CCCC1. The product is [CH:1]([C:4]1[CH:5]=[CH:6][C:7]([CH:10]=[C:11]([CH3:17])[CH2:12][OH:13])=[CH:8][CH:9]=1)([CH3:3])[CH3:2]. The yield is 0.860.